Dataset: NCI-60 drug combinations with 297,098 pairs across 59 cell lines. Task: Regression. Given two drug SMILES strings and cell line genomic features, predict the synergy score measuring deviation from expected non-interaction effect. (1) Drug 1: CNC(=O)C1=NC=CC(=C1)OC2=CC=C(C=C2)NC(=O)NC3=CC(=C(C=C3)Cl)C(F)(F)F. Drug 2: C(CN)CNCCSP(=O)(O)O. Cell line: A498. Synergy scores: CSS=-0.987, Synergy_ZIP=-0.789, Synergy_Bliss=-2.17, Synergy_Loewe=-0.200, Synergy_HSA=-2.57. (2) Drug 1: CN1C(=O)N2C=NC(=C2N=N1)C(=O)N. Drug 2: CCC1(CC2CC(C3=C(CCN(C2)C1)C4=CC=CC=C4N3)(C5=C(C=C6C(=C5)C78CCN9C7C(C=CC9)(C(C(C8N6C)(C(=O)OC)O)OC(=O)C)CC)OC)C(=O)OC)O.OS(=O)(=O)O. Cell line: ACHN. Synergy scores: CSS=2.33, Synergy_ZIP=0.215, Synergy_Bliss=2.55, Synergy_Loewe=2.21, Synergy_HSA=1.31. (3) Drug 1: C1=C(C(=O)NC(=O)N1)F. Drug 2: C1CN(CCN1C(=O)CCBr)C(=O)CCBr. Cell line: TK-10. Synergy scores: CSS=27.5, Synergy_ZIP=0.390, Synergy_Bliss=-0.311, Synergy_Loewe=-9.96, Synergy_HSA=-3.60. (4) Drug 1: C1CCN(CC1)CCOC2=CC=C(C=C2)C(=O)C3=C(SC4=C3C=CC(=C4)O)C5=CC=C(C=C5)O. Drug 2: CCCCCOC(=O)NC1=NC(=O)N(C=C1F)C2C(C(C(O2)C)O)O. Cell line: NCI-H322M. Synergy scores: CSS=-1.92, Synergy_ZIP=2.59, Synergy_Bliss=4.68, Synergy_Loewe=-3.28, Synergy_HSA=-1.45. (5) Drug 1: C1=NC2=C(N=C(N=C2N1C3C(C(C(O3)CO)O)O)F)N. Drug 2: C1C(C(OC1N2C=NC3=C2NC=NCC3O)CO)O. Cell line: SF-295. Synergy scores: CSS=-0.950, Synergy_ZIP=1.61, Synergy_Bliss=-2.34, Synergy_Loewe=-4.45, Synergy_HSA=-7.17. (6) Cell line: CCRF-CEM. Drug 1: CNC(=O)C1=CC=CC=C1SC2=CC3=C(C=C2)C(=NN3)C=CC4=CC=CC=N4. Synergy scores: CSS=0.837, Synergy_ZIP=-2.50, Synergy_Bliss=-6.50, Synergy_Loewe=-8.91, Synergy_HSA=-6.10. Drug 2: C1CN(P(=O)(OC1)NCCCl)CCCl. (7) Drug 1: C1=NC2=C(N1)C(=S)N=C(N2)N. Drug 2: CC1=C(C=C(C=C1)C(=O)NC2=CC(=CC(=C2)C(F)(F)F)N3C=C(N=C3)C)NC4=NC=CC(=N4)C5=CN=CC=C5. Cell line: MALME-3M. Synergy scores: CSS=8.30, Synergy_ZIP=-5.13, Synergy_Bliss=0.510, Synergy_Loewe=-5.11, Synergy_HSA=-1.67. (8) Drug 1: CC12CCC3C(C1CCC2=O)CC(=C)C4=CC(=O)C=CC34C. Drug 2: CC1=C(C=C(C=C1)NC(=O)C2=CC=C(C=C2)CN3CCN(CC3)C)NC4=NC=CC(=N4)C5=CN=CC=C5. Cell line: NCIH23. Synergy scores: CSS=56.5, Synergy_ZIP=-0.100, Synergy_Bliss=-3.31, Synergy_Loewe=-4.04, Synergy_HSA=-1.86. (9) Drug 1: C1=CC(=C2C(=C1NCCNCCO)C(=O)C3=C(C=CC(=C3C2=O)O)O)NCCNCCO. Drug 2: C(CC(=O)O)C(=O)CN.Cl. Cell line: SK-MEL-2. Synergy scores: CSS=47.2, Synergy_ZIP=-4.28, Synergy_Bliss=-3.23, Synergy_Loewe=-20.5, Synergy_HSA=-0.767.